Dataset: Catalyst prediction with 721,799 reactions and 888 catalyst types from USPTO. Task: Predict which catalyst facilitates the given reaction. (1) The catalyst class is: 6. Product: [Cl:1][C:2]1[CH:3]=[C:4]([C:8]2[N:13]=[C:12]([CH2:14][C:15]3[CH:20]=[CH:19][C:18]([C:21]([CH3:26])([CH3:27])[C:22]([OH:24])=[O:23])=[CH:17][CH:16]=3)[CH:11]=[C:10]([CH2:28][CH3:29])[N:9]=2)[CH:5]=[CH:6][CH:7]=1. Reactant: [Cl:1][C:2]1[CH:3]=[C:4]([C:8]2[N:13]=[C:12]([CH2:14][C:15]3[CH:20]=[CH:19][C:18]([C:21]([CH3:27])([CH3:26])[C:22]([O:24]C)=[O:23])=[CH:17][CH:16]=3)[CH:11]=[C:10]([CH2:28][CH3:29])[N:9]=2)[CH:5]=[CH:6][CH:7]=1.O1CCOCC1.O.[OH-].[Li+].Cl. (2) Reactant: [C:1]([C:4]1[CH:13]=[CH:12][C:11]([O:14][CH3:15])=[CH:10][C:5]=1[C:6](OC)=[O:7])(=O)[CH3:2].O.[NH2:17][NH2:18]. Product: [CH3:15][O:14][C:11]1[CH:10]=[C:5]2[C:4]([C:1]([CH3:2])=[N:17][NH:18][C:6]2=[O:7])=[CH:13][CH:12]=1. The catalyst class is: 24.